Predict which catalyst facilitates the given reaction. From a dataset of Catalyst prediction with 721,799 reactions and 888 catalyst types from USPTO. (1) Reactant: [F:1][C:2]([F:22])([F:21])[C:3]1[CH:8]=[CH:7][CH:6]=[CH:5][C:4]=1[C:9]1[CH:20]=[C:12]2[N:13]=[CH:14][CH:15]=[C:16]([C:17]([OH:19])=O)[N:11]2[N:10]=1.CN(C(O[N:31]1N=N[C:33]2[CH:34]=[CH:35][CH:36]=[N:37][C:32]1=2)=[N+](C)C)C.F[P-](F)(F)(F)(F)F.CCN(C(C)C)C(C)C. Product: [N:37]1[CH:36]=[CH:35][CH:34]=[CH:33][C:32]=1[NH:31][C:17]([C:16]1[N:11]2[N:10]=[C:9]([C:4]3[CH:5]=[CH:6][CH:7]=[CH:8][C:3]=3[C:2]([F:1])([F:21])[F:22])[CH:20]=[C:12]2[N:13]=[CH:14][CH:15]=1)=[O:19]. The catalyst class is: 3. (2) Reactant: [C:1]1([CH3:25])[CH:6]=[CH:5][C:4]([C:7]2[N:8]=[C:9]3[CH2:23][CH2:22][C:21](=[O:24])[NH:20][C:10]3=[N:11][C:12]=2[C:13]2[CH:18]=[CH:17][C:16]([CH3:19])=[CH:15][CH:14]=2)=[CH:3][CH:2]=1.C(=O)([O-])[O-].[K+].[K+].Br[CH2:33][CH2:34][CH2:35][CH2:36][CH2:37][CH2:38][CH2:39][CH2:40][C:41]([O:43][CH2:44][CH3:45])=[O:42]. Product: [O:24]=[C:21]1[N:20]([CH2:33][CH2:34][CH2:35][CH2:36][CH2:37][CH2:38][CH2:39][CH2:40][C:41]([O:43][CH2:44][CH3:45])=[O:42])[C:10]2=[N:11][C:12]([C:13]3[CH:18]=[CH:17][C:16]([CH3:19])=[CH:15][CH:14]=3)=[C:7]([C:4]3[CH:3]=[CH:2][C:1]([CH3:25])=[CH:6][CH:5]=3)[N:8]=[C:9]2[CH2:23][CH2:22]1. The catalyst class is: 18. (3) Reactant: Br[C:2]1[CH:7]=[CH:6][C:5]([C:8]2([CH2:14][NH:15][CH:16]=[O:17])[CH2:13][CH2:12][CH2:11][CH2:10][CH2:9]2)=[CH:4][CH:3]=1.[F:18][C:19]([F:30])([F:29])[C:20]1[CH:25]=[CH:24][C:23](B(O)O)=[CH:22][CH:21]=1. Product: [F:18][C:19]([F:30])([F:29])[C:20]1[CH:25]=[CH:24][C:23]([C:2]2[CH:7]=[CH:6][C:5]([C:8]3([CH2:14][NH:15][CH:16]=[O:17])[CH2:13][CH2:12][CH2:11][CH2:10][CH2:9]3)=[CH:4][CH:3]=2)=[CH:22][CH:21]=1. The catalyst class is: 235. (4) Reactant: Cl[C:2]1[N:7]=[C:6]([S:8][CH3:9])[N:5]=[C:4]([C:10]([O:12][CH3:13])=[O:11])[CH:3]=1.Cl.[NH:15]1[CH2:20][CH2:19][CH:18]([C:21]2[C:29]3[C:24](=[N:25][CH:26]=[CH:27][CH:28]=3)[NH:23][CH:22]=2)[CH2:17][CH2:16]1.CCN(C(C)C)C(C)C. Product: [CH3:9][S:8][C:6]1[N:5]=[C:4]([C:10]([O:12][CH3:13])=[O:11])[CH:3]=[C:2]([N:15]2[CH2:16][CH2:17][CH:18]([C:21]3[C:29]4[C:24](=[N:25][CH:26]=[CH:27][CH:28]=4)[NH:23][CH:22]=3)[CH2:19][CH2:20]2)[N:7]=1. The catalyst class is: 5. (5) The catalyst class is: 3. Product: [Cl:1][C:2]1[CH:3]=[CH:4][C:5]2[CH2:6][N:7]([CH2:20][CH2:21][F:22])[CH2:8][CH:9]([C:13]3[CH:18]=[CH:17][CH:16]=[CH:15][CH:14]=3)[O:10][C:11]=2[N:12]=1. Reactant: [Cl:1][C:2]1[CH:3]=[CH:4][C:5]2[CH2:6][NH:7][CH2:8][CH:9]([C:13]3[CH:18]=[CH:17][CH:16]=[CH:15][CH:14]=3)[O:10][C:11]=2[N:12]=1.Br[CH2:20][CH2:21][F:22].C(N(C(C)C)C(C)C)C. (6) Reactant: C(O[C:5](=[O:7])[CH3:6])(=O)C.[NH2:8][C:9]1[C:14]([Br:15])=[CH:13][CH:12]=[C:11]([CH3:16])[N:10]=1. Product: [Br:15][C:14]1[C:9]([NH:8][C:5](=[O:7])[CH3:6])=[N:10][C:11]([CH3:16])=[CH:12][CH:13]=1. The catalyst class is: 12. (7) Reactant: Cl[C:2]1[N:7]=[CH:6][N:5]=[C:4]([NH:8][C:9]2[N:10]=[C:11]([O:17][CH3:18])[C:12]([C:15]#[N:16])=[N:13][CH:14]=2)[CH:3]=1.[NH2:19][CH2:20][CH:21]1[CH2:26][CH2:25][N:24]([C:27]([O:29][C:30]([CH3:33])([CH3:32])[CH3:31])=[O:28])[CH2:23][CH2:22]1.C(N(CC)CC)C. Product: [C:15]([C:12]1[N:13]=[CH:14][C:9]([NH:8][C:4]2[N:5]=[CH:6][N:7]=[C:2]([NH:19][CH2:20][CH:21]3[CH2:26][CH2:25][N:24]([C:27]([O:29][C:30]([CH3:33])([CH3:32])[CH3:31])=[O:28])[CH2:23][CH2:22]3)[CH:3]=2)=[N:10][C:11]=1[O:17][CH3:18])#[N:16]. The catalyst class is: 10. (8) Reactant: [CH3:1][N:2]1[CH2:9][C@H:8]2[N:10]([C:11]([O:13][C:14]([CH3:17])([CH3:16])[CH3:15])=[O:12])[C@H:4]([CH2:5][C:6](OS(C(F)(F)F)(=O)=O)=[CH:7]2)[CH2:3]1.C(N(C(C)C)CC)(C)C.[CH3:35][OH:36].C1(P(C2C=CC=CC=2)C2C=CC=CC=2)C=CC=CC=1.CN([CH:59]=[O:60])C. Product: [CH3:1][N:2]1[CH2:9][C@H:8]2[N:10]([C:11]([O:13][C:14]([CH3:17])([CH3:16])[CH3:15])=[O:12])[C@H:4]([CH2:5][C:6]([C:35]([O:60][CH3:59])=[O:36])=[CH:7]2)[CH2:3]1. The catalyst class is: 167. (9) Reactant: [CH2:1]([O:3][C:4]([C:6]1[N:7](C2C=CC(C(O)=O)=CC=2)[C:8]([CH3:12])=[CH:9][C:10]=1[CH3:11])=[O:5])[CH3:2].[C:22](Cl)(=O)[C:23](Cl)=O.[CH3:28][O:29][C:30]1[CH:31]=[C:32]([CH:35]=[CH:36][CH:37]=1)[CH2:33][NH2:34].[C:38](=[O:41])(O)[O-].[Na+]. Product: [CH2:1]([O:3][C:4]([C:6]1[NH:7][C:8]([CH3:12])=[C:9]([C:23]2[CH:22]=[CH:9][C:10]([C:38](=[O:41])[NH:34][CH2:33][C:32]3[CH:35]=[CH:36][CH:37]=[C:30]([O:29][CH3:28])[CH:31]=3)=[CH:6][CH:4]=2)[C:10]=1[CH3:11])=[O:5])[CH3:2]. The catalyst class is: 85.